Dataset: Reaction yield outcomes from USPTO patents with 853,638 reactions. Task: Predict the reaction yield, written as a fraction of the theoretical maximum amount of product (1.0 means a 100% yield; for example, 0.34 means a 34% yield). (1) The reactants are Br[C:2]1[CH:7]=[CH:6][CH:5]=[CH:4][C:3]=1[S:8][CH2:9][C:10]1[C:15]([O:16][CH3:17])=[CH:14][C:13]([O:18][CH3:19])=[CH:12][C:11]=1[O:20][CH3:21].[Li]CCCC.[B:27](OC)([O:30]C)[O:28]C.O. The catalyst is C1COCC1. The product is [CH3:21][O:20][C:11]1[CH:12]=[C:13]([O:18][CH3:19])[CH:14]=[C:15]([O:16][CH3:17])[C:10]=1[CH2:9][S:8][C:3]1[CH:4]=[CH:5][CH:6]=[CH:7][C:2]=1[B:27]([OH:30])[OH:28]. The yield is 0.460. (2) The reactants are [C:1]1([S:7]([NH:10][CH2:11][C:12]2[N:13]=[C:14]([N:17]3[CH2:20][CH:19]([OH:21])[CH2:18]3)[S:15][CH:16]=2)(=[O:9])=[O:8])[CH:6]=[CH:5][CH:4]=[CH:3][CH:2]=1.[CH3:22][S:23](Cl)(=[O:25])=[O:24].C(N(CC)CC)C. The catalyst is C(Cl)Cl. The product is [C:1]1([S:7]([NH:10][CH2:11][C:12]2[N:13]=[C:14]([N:17]3[CH2:20][CH:19]([O:21][S:23]([CH3:22])(=[O:25])=[O:24])[CH2:18]3)[S:15][CH:16]=2)(=[O:9])=[O:8])[CH:2]=[CH:3][CH:4]=[CH:5][CH:6]=1. The yield is 0.910.